Dataset: Peptide-MHC class I binding affinity with 185,985 pairs from IEDB/IMGT. Task: Regression. Given a peptide amino acid sequence and an MHC pseudo amino acid sequence, predict their binding affinity value. This is MHC class I binding data. (1) The MHC is HLA-B35:01 with pseudo-sequence HLA-B35:01. The peptide sequence is HPVHAGPIA. The binding affinity (normalized) is 0.618. (2) The MHC is Mamu-A11 with pseudo-sequence Mamu-A11. The binding affinity (normalized) is 0.648. The peptide sequence is REEELRKRLRL. (3) The peptide sequence is VLKEGSEYRV. The MHC is HLA-A68:02 with pseudo-sequence HLA-A68:02. The binding affinity (normalized) is 0.345. (4) The peptide sequence is AVDRGCLRI. The MHC is HLA-A11:01 with pseudo-sequence HLA-A11:01. The binding affinity (normalized) is 0.133. (5) The peptide sequence is EGIEGRIAY. The MHC is HLA-A30:01 with pseudo-sequence HLA-A30:01. The binding affinity (normalized) is 0.0847. (6) The peptide sequence is YLVAKQATV. The MHC is HLA-A02:01 with pseudo-sequence HLA-A02:01. The binding affinity (normalized) is 0.687. (7) The peptide sequence is KLWAQCVQL. The MHC is HLA-A68:02 with pseudo-sequence HLA-A68:02. The binding affinity (normalized) is 0.146.